This data is from Reaction yield outcomes from USPTO patents with 853,638 reactions. The task is: Predict the reaction yield, written as a fraction of the theoretical maximum amount of product (1.0 means a 100% yield; for example, 0.34 means a 34% yield). (1) The reactants are [Br:1][C:2]1[S:6][C:5]([NH2:7])=[N:4][N:3]=1.Cl[CH2:9][C:10](=O)[CH3:11].C([O-])(O)=O.[Na+]. The catalyst is O. The product is [Br:1][C:2]1[S:6][C:5]2=[N:7][C:10]([CH3:11])=[CH:9][N:4]2[N:3]=1. The yield is 0.500. (2) The reactants are [C:1]1(=[O:8])[CH2:6][CH2:5][CH2:4][C:3](=[O:7])[CH2:2]1.[CH2:9](O)[C:10]1[CH:15]=[CH:14][CH:13]=[CH:12][CH:11]=1. The catalyst is O.C1(C)C=CC(S(O)(=O)=O)=CC=1.C1(C)C=CC=CC=1. The product is [CH2:9]([O:7][C:3]1[CH2:4][CH2:5][CH2:6][C:1](=[O:8])[CH:2]=1)[C:10]1[CH:15]=[CH:14][CH:13]=[CH:12][CH:11]=1. The yield is 0.680. (3) The reactants are [OH-].[Na+].[CH3:3][O:4][C:5]1[CH:14]=[CH:13][C:12]([S:15](=[O:18])(=[O:17])[NH2:16])=[CH:11][C:6]=1[C:7]([O:9]C)=[O:8].Cl. The catalyst is CO. The product is [CH3:3][O:4][C:5]1[CH:14]=[CH:13][C:12]([S:15](=[O:18])(=[O:17])[NH2:16])=[CH:11][C:6]=1[C:7]([OH:9])=[O:8]. The yield is 0.983. (4) The reactants are [CH2:1]([O:3][C:4]([C:6]1[C:11](Br)=[CH:10][CH:9]=[C:8]([O:13][C:14]2[CH:19]=[CH:18][C:17]([Br:20])=[C:16]([CH:21]=[O:22])[CH:15]=2)[N:7]=1)=[O:5])[CH3:2].[C:23]([Cu])#[N:24].C(OCC)(=O)C. The catalyst is CN(C=O)C. The product is [CH2:1]([O:3][C:4]([C:6]1[C:11]([C:23]#[N:24])=[CH:10][CH:9]=[C:8]([O:13][C:14]2[CH:19]=[CH:18][C:17]([Br:20])=[C:16]([CH:21]=[O:22])[CH:15]=2)[N:7]=1)=[O:5])[CH3:2]. The yield is 0.190. (5) The reactants are [CH3:1][C:2]1[N:7]=[C:6]2[S:8][C:9]3[CH2:14][CH2:13][CH2:12][CH2:11][C:10]=3[C:5]2=[C:4]([C:15]2[CH:16]=[N:17][CH:18]=[CH:19][CH:20]=2)[C:3]=1[CH:21]([O:26][C:27]([CH3:30])([CH3:29])[CH3:28])[C:22]([O:24]C)=[O:23].[OH-].[Na+]. The catalyst is CO. The product is [CH3:1][C:2]1[N:7]=[C:6]2[S:8][C:9]3[CH2:14][CH2:13][CH2:12][CH2:11][C:10]=3[C:5]2=[C:4]([C:15]2[CH:16]=[N:17][CH:18]=[CH:19][CH:20]=2)[C:3]=1[CH:21]([O:26][C:27]([CH3:30])([CH3:29])[CH3:28])[C:22]([OH:24])=[O:23]. The yield is 0.610. (6) The reactants are [CH2:1]([O:3][C:4]([C:6]1[O:7][C:8]2[CH:15]=[CH:14][C:13]([Br:16])=[C:12]([OH:17])[C:9]=2[C:10]=1[CH3:11])=[O:5])[CH3:2].IC.[C:20]([O-])([O-])=O.[K+].[K+]. The catalyst is CN(C=O)C. The product is [CH2:1]([O:3][C:4]([C:6]1[O:7][C:8]2[CH:15]=[CH:14][C:13]([Br:16])=[C:12]([O:17][CH3:20])[C:9]=2[C:10]=1[CH3:11])=[O:5])[CH3:2]. The yield is 0.880. (7) The reactants are [CH3:1][Sn:2](Cl)([CH3:4])[CH3:3].C1COCC1.[Cl:11][C:12]1[CH:17]=[CH:16][C:15]([Mg]Br)=[CH:14][CH:13]=1.CCOCC. No catalyst specified. The product is [Cl:11][C:12]1[CH:17]=[CH:16][C:15]([Sn:2]([CH3:4])([CH3:3])[CH3:1])=[CH:14][CH:13]=1. The yield is 0.970.